Dataset: Catalyst prediction with 721,799 reactions and 888 catalyst types from USPTO. Task: Predict which catalyst facilitates the given reaction. (1) Reactant: [C:1]([C:5]1[C:10]([F:11])=[C:9]([NH:12]C(C2C=CC=CC=2)(C2C=CC=CC=2)C2C=CC=CC=2)[CH:8]=[C:7]([CH:32](OCC)[O:33]CC)[N:6]=1)([CH3:4])([CH3:3])[CH3:2].OS(O)(=O)=O.CC#N. Product: [NH2:12][C:9]1[C:10]([F:11])=[C:5]([C:1]([CH3:2])([CH3:4])[CH3:3])[N:6]=[C:7]([CH:32]=[O:33])[CH:8]=1. The catalyst class is: 6. (2) Reactant: C1(N=C=NC2CCCCC2)CCCCC1.[C:16]([NH:26][C@H:27]([C:31]([OH:33])=[O:32])[CH:28]([CH3:30])[CH3:29])([O:18][CH2:19][C:20]1[CH:25]=[CH:24][CH:23]=[CH:22][CH:21]=1)=[O:17].O[CH2:35][CH2:36][C@@H:37]([CH2:50][O:51][C:52](=[O:70])[CH2:53][CH2:54][CH2:55][CH2:56][CH2:57][CH2:58][CH2:59][CH2:60][CH2:61][CH2:62][CH2:63][CH2:64][CH2:65][CH2:66][CH2:67][CH2:68][CH3:69])[CH2:38][N:39]1[CH:47]=[N:46][C:45]2[C:44](=[O:48])[NH:43][C:42]([NH2:49])=[N:41][C:40]1=2. Product: [CH2:19]([O:18][C:16]([NH:26][C@H:27]([C:31]([O:33][CH2:35][CH2:36][C@@H:37]([CH2:50][O:51][C:52](=[O:70])[CH2:53][CH2:54][CH2:55][CH2:56][CH2:57][CH2:58][CH2:59][CH2:60][CH2:61][CH2:62][CH2:63][CH2:64][CH2:65][CH2:66][CH2:67][CH2:68][CH3:69])[CH2:38][N:39]1[CH:47]=[N:46][C:45]2[C:44](=[O:48])[NH:43][C:42]([NH2:49])=[N:41][C:40]1=2)=[O:32])[CH:28]([CH3:29])[CH3:30])=[O:17])[C:20]1[CH:25]=[CH:24][CH:23]=[CH:22][CH:21]=1. The catalyst class is: 527. (3) Reactant: [CH:1]1([C:7]2[C:8]([CH3:13])=[N:9][CH:10]=[CH:11][CH:12]=2)[CH2:6][CH2:5][CH2:4][CH2:3][CH2:2]1.C1C=C(Cl)C=C(C(OO)=[O:22])C=1. Product: [CH:1]1([C:7]2[C:8]([CH3:13])=[N+:9]([O-:22])[CH:10]=[CH:11][CH:12]=2)[CH2:2][CH2:3][CH2:4][CH2:5][CH2:6]1. The catalyst class is: 2. (4) Reactant: [CH2:1]([N:8]1[CH2:12][CH:11](S(C)(=O)=O)[C:10]([C:21]2[CH:26]=[C:25]([Cl:27])[CH:24]=[C:23]([Cl:28])[CH:22]=2)([C:17]([F:20])([F:19])[F:18])[CH2:9]1)[C:2]1[CH:7]=[CH:6][CH:5]=[CH:4][CH:3]=1.C(=O)([O-])[O-].[Na+].[Na+].O. Product: [CH2:1]([N:8]1[CH:12]=[CH:11][C:10]([C:21]2[CH:22]=[C:23]([Cl:28])[CH:24]=[C:25]([Cl:27])[CH:26]=2)([C:17]([F:20])([F:19])[F:18])[CH2:9]1)[C:2]1[CH:7]=[CH:6][CH:5]=[CH:4][CH:3]=1. The catalyst class is: 11.